From a dataset of Peptide-MHC class II binding affinity with 134,281 pairs from IEDB. Regression. Given a peptide amino acid sequence and an MHC pseudo amino acid sequence, predict their binding affinity value. This is MHC class II binding data. (1) The peptide sequence is IDSSYFANVLAKKMP. The MHC is HLA-DQA10501-DQB10301 with pseudo-sequence HLA-DQA10501-DQB10301. The binding affinity (normalized) is 0.0523. (2) The peptide sequence is IQSIPFVHLGHRDNI. The MHC is HLA-DQA10201-DQB10202 with pseudo-sequence HLA-DQA10201-DQB10202. The binding affinity (normalized) is 0.